Dataset: Reaction yield outcomes from USPTO patents with 853,638 reactions. Task: Predict the reaction yield, written as a fraction of the theoretical maximum amount of product (1.0 means a 100% yield; for example, 0.34 means a 34% yield). (1) The reactants are F[C:2]1[C:7]([C:8]2[N:16]=[C:15]([CH3:17])[N:14]=[C:13]3[C:9]=2[N:10]=[CH:11][N:12]3[CH:18]2[CH2:23][CH2:22][CH2:21][CH2:20][O:19]2)=[CH:6][CH:5]=[CH:4][N:3]=1.[NH2:24][C:25]1[CH:30]=[CH:29][C:28]([NH:31][C:32](=[O:34])[CH3:33])=[C:27]([Cl:35])[CH:26]=1.C[Si](N[Si](C)(C)C)(C)C.[Li].CO. The catalyst is C1COCC1.C([O-])(O)=O.[Na+].C(Cl)Cl. The product is [Cl:35][C:27]1[CH:26]=[C:25]([NH:24][C:2]2[C:7]([C:8]3[N:16]=[C:15]([CH3:17])[N:14]=[C:13]4[C:9]=3[N:10]=[CH:11][N:12]4[CH:18]3[CH2:23][CH2:22][CH2:21][CH2:20][O:19]3)=[CH:6][CH:5]=[CH:4][N:3]=2)[CH:30]=[CH:29][C:28]=1[NH:31][C:32](=[O:34])[CH3:33]. The yield is 0.790. (2) The reactants are [NH2:1][C@@H:2]([CH2:33][C:34]1[CH:39]=[CH:38][CH:37]=[CH:36][CH:35]=1)[CH2:3][C@H:4]([OH:32])[C@@H:5]([NH:19][C:20]([C@@H:22]([NH:27][C:28](=[O:31])[O:29][CH3:30])[C:23]([CH3:26])([CH3:25])[CH3:24])=[O:21])[CH2:6][C:7]1[CH:12]=[CH:11][C:10]([C:13]2[CH:18]=[CH:17][CH:16]=[CH:15][N:14]=2)=[CH:9][CH:8]=1.[CH3:40][C:41]1[CH:51]=[CH:50][CH:49]=[C:48]([CH3:52])[C:42]=1[O:43][CH2:44][C:45](O)=[O:46].CCOP(ON1N=NC2C=CC=CC=2C1=O)(OCC)=O.C(N(CC)C(C)C)(C)C. The catalyst is C1COCC1. The product is [CH3:40][C:41]1[CH:51]=[CH:50][CH:49]=[C:48]([CH3:52])[C:42]=1[O:43][CH2:44][C:45]([NH:1][C@@H:2]([CH2:33][C:34]1[CH:35]=[CH:36][CH:37]=[CH:38][CH:39]=1)[CH2:3][C@H:4]([OH:32])[C@@H:5]([NH:19][C:20]([C@@H:22]([NH:27][C:28](=[O:31])[O:29][CH3:30])[C:23]([CH3:25])([CH3:26])[CH3:24])=[O:21])[CH2:6][C:7]1[CH:12]=[CH:11][C:10]([C:13]2[CH:18]=[CH:17][CH:16]=[CH:15][N:14]=2)=[CH:9][CH:8]=1)=[O:46]. The yield is 0.610.